Dataset: Experimentally validated miRNA-target interactions with 360,000+ pairs, plus equal number of negative samples. Task: Binary Classification. Given a miRNA mature sequence and a target amino acid sequence, predict their likelihood of interaction. The miRNA is mmu-miR-335-5p with sequence UCAAGAGCAAUAACGAAAAAUGU. The protein sequence of the target gene is MLASVAGPISLALVLLALCTRPAMGQDCSAQCQCAAEAAPHCPAGVSLVLDGCGCCRVCAKQLGELCTERDPCDPHKGLFCDFGSPANRKIGVCTAKDGAPCVFGGSVYRSGESFQSSCKYQCTCLDGAVGCVPLCSMDVRLPSPDCPFPRRVKLPGKCCEEWVCDEPKDRTAVGPALAAYRLEDTFGPDPTMMRANCLVQTTEWSACSKTCGMGISTRVTNDNTFCRLEKQSRLCMVRPCEADLEENIKKGKKCIRTPKIAKPVKFELSGCTSVKTYRAKFCGVCTDGRCCTPHRTTTL.... Result: 0 (no interaction).